From a dataset of Reaction yield outcomes from USPTO patents with 853,638 reactions. Predict the reaction yield, written as a fraction of the theoretical maximum amount of product (1.0 means a 100% yield; for example, 0.34 means a 34% yield). (1) The reactants are [CH2:1]([O:5][C:6]1[CH:11]=[CH:10][CH:9]=[CH:8][C:7]=1[CH2:12][C:13]([OH:15])=O)[CH2:2][CH:3]=[CH2:4].C(Cl)(=O)C(Cl)=O.[NH:22]([C:24]([O:26][C:27]([CH3:30])([CH3:29])[CH3:28])=[O:25])[NH2:23].CCN(C(C)C)C(C)C. The catalyst is C(Cl)Cl.CN(C=O)C. The product is [CH2:1]([O:5][C:6]1[CH:11]=[CH:10][CH:9]=[CH:8][C:7]=1[CH2:12][C:13]([NH:23][NH:22][C:24]([O:26][C:27]([CH3:30])([CH3:29])[CH3:28])=[O:25])=[O:15])[CH2:2][CH:3]=[CH2:4]. The yield is 0.830. (2) The reactants are [C:1]([N:4]1[CH2:9][CH2:8][N:7]2[N:10]=[C:11]([NH:13][C:14]3[C:15](=[O:22])[N:16]([CH3:21])[CH:17]=[C:18](Br)[CH:19]=3)[CH:12]=[C:6]2[CH2:5]1)(=[O:3])[CH3:2].[C:23]([O:26][CH2:27][C:28]1[C:29]([N:37]2[CH2:48][CH2:47][N:46]3[C:39](=[CH:40][C:41]4[CH2:42][C:43]([CH3:50])([CH3:49])[CH2:44][C:45]=43)[C:38]2=[O:51])=[N:30][CH:31]=[CH:32][C:33]=1B(O)O)(=[O:25])[CH3:24].C([O-])(=O)C.[Na+].[O-]P([O-])([O-])=O.[K+].[K+].[K+]. The catalyst is C1C=CC(P(C2C=CC=CC=2)[C-]2C=CC=C2)=CC=1.C1C=CC(P(C2C=CC=CC=2)[C-]2C=CC=C2)=CC=1.Cl[Pd]Cl.[Fe+2].C(#N)C.O. The product is [C:23]([O:26][CH2:27][C:28]1[C:29]([N:37]2[CH2:48][CH2:47][N:46]3[C:39](=[CH:40][C:41]4[CH2:42][C:43]([CH3:50])([CH3:49])[CH2:44][C:45]=43)[C:38]2=[O:51])=[N:30][CH:31]=[CH:32][C:33]=1[C:18]1[CH:19]=[C:14]([NH:13][C:11]2[CH:12]=[C:6]3[CH2:5][N:4]([C:1](=[O:3])[CH3:2])[CH2:9][CH2:8][N:7]3[N:10]=2)[C:15](=[O:22])[N:16]([CH3:21])[CH:17]=1)(=[O:25])[CH3:24]. The yield is 0.560.